This data is from Full USPTO retrosynthesis dataset with 1.9M reactions from patents (1976-2016). The task is: Predict the reactants needed to synthesize the given product. (1) Given the product [CH2:1]([N:15]([CH2:12][CH2:13][OH:31])[C:26]([CH2:25][O:24][C:21](=[O:23])[CH3:22])=[O:27])[C:2]1[CH:3]=[CH:4][CH:5]=[CH:6][CH:7]=1, predict the reactants needed to synthesize it. The reactants are: [CH2:1](C(CN)O)[C:2]1[CH:7]=[CH:6][CH:5]=[CH:4][CH:3]=1.[CH:12]([N:15](CC)C(C)C)(C)[CH3:13].[C:21]([O:24][CH2:25][C:26](Cl)=[O:27])(=[O:23])[CH3:22].C(OCC)(=[O:31])C. (2) The reactants are: [Cl:1][C:2]1[N:9]=[C:8]([N:10]([CH2:12][CH2:13][CH2:14][OH:15])[CH3:11])[C:7]([F:16])=[CH:6][C:3]=1[C:4]#[N:5].O[C:18]1[CH:19]=[C:20]2[C:24](=[CH:25][CH:26]=1)[C@H:23]([CH2:27][C:28]([O:30][CH2:31][CH3:32])=[O:29])[CH2:22][CH2:21]2.C1C=CC(P(C2C=CC=CC=2)C2C=CC=CC=2)=CC=1.C1CCN(C(N=NC(N2CCCCC2)=O)=O)CC1. Given the product [Cl:1][C:2]1[N:9]=[C:8]([N:10]([CH3:11])[CH2:12][CH2:13][CH2:14][O:15][C:18]2[CH:19]=[C:20]3[C:24](=[CH:25][CH:26]=2)[C@H:23]([CH2:27][C:28]([O:30][CH2:31][CH3:32])=[O:29])[CH2:22][CH2:21]3)[C:7]([F:16])=[CH:6][C:3]=1[C:4]#[N:5], predict the reactants needed to synthesize it. (3) Given the product [CH3:1][O:2][C:3]1[CH:8]=[CH:7][C:6]([C:9]2([CH:18]3[CH2:23][CH2:22][N:21]([CH:25]([CH3:39])[CH2:26][CH2:27][NH2:28])[CH2:20][CH2:19]3)[O:13][C:12]3[CH:14]=[CH:15][CH:16]=[CH:17][C:11]=3[O:10]2)=[CH:5][CH:4]=1, predict the reactants needed to synthesize it. The reactants are: [CH3:1][O:2][C:3]1[CH:8]=[CH:7][C:6]([C:9]2([CH:18]3[CH2:23][CH2:22][NH:21][CH2:20][CH2:19]3)[O:13][C:12]3[CH:14]=[CH:15][CH:16]=[CH:17][C:11]=3[O:10]2)=[CH:5][CH:4]=1.O=[C:25]([CH3:39])[CH2:26][CH2:27][N:28]1C(=O)C2C(=CC=CC=2)C1=O. (4) Given the product [C:3]([O:7][C:8]([N:10]([O:29][C:30]([O:32][C:33]([CH3:36])([CH3:35])[CH3:34])=[O:31])[C:11]1([CH3:28])[C:15](=[O:16])[N:14]([CH3:17])[N:13]=[C:12]1[C:18]1[CH:27]=[CH:26][C:21]([C:22]([OH:24])=[O:23])=[CH:20][CH:19]=1)=[O:9])([CH3:6])([CH3:4])[CH3:5], predict the reactants needed to synthesize it. The reactants are: [OH-].[Li+].[C:3]([O:7][C:8]([N:10]([O:29][C:30]([O:32][C:33]([CH3:36])([CH3:35])[CH3:34])=[O:31])[C:11]1([CH3:28])[C:15](=[O:16])[N:14]([CH3:17])[N:13]=[C:12]1[C:18]1[CH:27]=[CH:26][C:21]([C:22]([O:24]C)=[O:23])=[CH:20][CH:19]=1)=[O:9])([CH3:6])([CH3:5])[CH3:4]. (5) Given the product [Br:25][C:22]1[CH:21]=[C:16]([CH:15]=[C:14]([C:11](=[O:13])[CH2:12][C:32]([N:26]2[CH2:31][CH2:30][O:29][CH2:28][CH2:27]2)=[O:33])[C:23]=1[OH:24])[C:17]([O:19][CH3:20])=[O:18], predict the reactants needed to synthesize it. The reactants are: C[Si]([N-][Si](C)(C)C)(C)C.[Li+].[C:11]([C:14]1[CH:15]=[C:16]([CH:21]=[C:22]([Br:25])[C:23]=1[OH:24])[C:17]([O:19][CH3:20])=[O:18])(=[O:13])[CH3:12].[N:26]1([C:32](Cl)=[O:33])[CH2:31][CH2:30][O:29][CH2:28][CH2:27]1.Cl.